This data is from Reaction yield outcomes from USPTO patents with 853,638 reactions. The task is: Predict the reaction yield, written as a fraction of the theoretical maximum amount of product (1.0 means a 100% yield; for example, 0.34 means a 34% yield). (1) The reactants are [CH:1]12[CH2:8][CH2:7][CH:4]([CH2:5][CH2:6]1)[C:3](=[O:9])[NH:2]2.[H-].[Na+].[CH2:12](Br)[C:13]1[CH:18]=[CH:17][CH:16]=[CH:15][CH:14]=1. The catalyst is C1COCC1. The product is [CH2:12]([N:2]1[C:3](=[O:9])[CH:4]2[CH2:7][CH2:8][CH:1]1[CH2:6][CH2:5]2)[C:13]1[CH:18]=[CH:17][CH:16]=[CH:15][CH:14]=1. The yield is 0.476. (2) The yield is 0.870. The reactants are [CH:12]1([NH:11]S([NH:11][CH:12]2[CH2:17][CH2:16][CH2:15][CH2:14][CH2:13]2)(=O)=O)[CH2:17][CH2:16][CH2:15][CH2:14][CH2:13]1.[O-]Cl.[Na+].[OH-].[Na+]. The catalyst is ClCCl. The product is [N:11]([CH:12]1[CH2:13][CH2:14][CH2:15][CH2:16][CH2:17]1)=[N:11][CH:12]1[CH2:13][CH2:14][CH2:15][CH2:16][CH2:17]1. (3) The reactants are C([O:8][C:9](=O)[CH:10]([NH:19][C:20](=[O:38])[CH:21]([CH2:31][CH:32]1[CH2:37][CH2:36][CH2:35][CH2:34][CH2:33]1)[CH2:22][C:23]([N:25]1[CH2:30][CH2:29][O:28][CH2:27][CH2:26]1)=[O:24])[CH2:11][CH2:12][N:13]1[CH2:18][CH2:17][CH2:16][CH2:15][CH2:14]1)C1C=CC=CC=1.[NH3:40].CO. No catalyst specified. The product is [C:9]([CH:10]([NH:19][C:20](=[O:38])[CH:21]([CH2:31][CH:32]1[CH2:33][CH2:34][CH2:35][CH2:36][CH2:37]1)[CH2:22][C:23]([N:25]1[CH2:30][CH2:29][O:28][CH2:27][CH2:26]1)=[O:24])[CH2:11][CH2:12][N:13]1[CH2:14][CH2:15][CH2:16][CH2:17][CH2:18]1)(=[O:8])[NH2:40]. The yield is 0.500. (4) The reactants are [NH:1]1[CH:5]=[C:4]([CH2:6][CH2:7][C:8]([OH:10])=[O:9])[N:3]=[CH:2]1.OS(O)(=O)=O.[CH3:16]O. No catalyst specified. The product is [CH3:16][O:9][C:8](=[O:10])[CH2:7][CH2:6][C:4]1[N:3]=[CH:2][NH:1][CH:5]=1. The yield is 0.900. (5) The reactants are [OH:1][C:2]1[CH:11]=[CH:10][CH:9]=[CH:8][C:3]=1[C:4]([O:6]C)=O.[CH2:12]([NH2:15])[CH2:13][CH3:14]. No catalyst specified. The product is [OH:1][C:2]1[CH:11]=[CH:10][CH:9]=[CH:8][C:3]=1[C:4]([NH:15][CH2:12][CH2:13][CH3:14])=[O:6]. The yield is 0.840. (6) The reactants are [CH3:1][C:2]1([CH3:36])[CH2:11][CH2:10][C:9]([CH3:13])([CH3:12])[C:8]2[CH:7]=[C:6]([Se:14][C:15]#[C:16][C:17]3[CH:26]=[CH:25][C:20]([C:21]([O:23]C)=[O:22])=[CH:19][CH:18]=3)[CH:5]=[C:4]([O:27][CH2:28][C:29]3[CH:34]=[CH:33][CH:32]=[C:31]([CH3:35])[CH:30]=3)[C:3]1=2.[OH-].[Na+]. No catalyst specified. The product is [CH3:1][C:2]1([CH3:36])[CH2:11][CH2:10][C:9]([CH3:12])([CH3:13])[C:8]2[CH:7]=[C:6]([Se:14][C:15]#[C:16][C:17]3[CH:18]=[CH:19][C:20]([C:21]([OH:23])=[O:22])=[CH:25][CH:26]=3)[CH:5]=[C:4]([O:27][CH2:28][C:29]3[CH:34]=[CH:33][CH:32]=[C:31]([CH3:35])[CH:30]=3)[C:3]1=2. The yield is 0.940. (7) The reactants are [F:1][CH:2]([F:14])[C:3]1[NH:7][C:6]2[CH:8]=[CH:9][CH:10]=[C:11]([O:12][CH3:13])[C:5]=2[N:4]=1.Cl[C:16]1[N:21]=[C:20]2[N:22]([CH:25]3[CH2:30][CH2:29][N:28]([C:31]([O:33][C:34]([CH3:37])([CH3:36])[CH3:35])=[O:32])[CH2:27][CH2:26]3)[N:23]=[CH:24][C:19]2=[C:18]([N:38]2[CH2:43][CH2:42][O:41][CH2:40][CH2:39]2)[N:17]=1.C([O-])([O-])=O.[K+].[K+].C(Cl)Cl.CCOC(C)=O. The catalyst is CS(C)=O.O. The product is [F:14][CH:2]([F:1])[C:3]1[N:7]([C:16]2[N:21]=[C:20]3[N:22]([CH:25]4[CH2:26][CH2:27][N:28]([C:31]([O:33][C:34]([CH3:37])([CH3:36])[CH3:35])=[O:32])[CH2:29][CH2:30]4)[N:23]=[CH:24][C:19]3=[C:18]([N:38]3[CH2:39][CH2:40][O:41][CH2:42][CH2:43]3)[N:17]=2)[C:6]2[CH:8]=[CH:9][CH:10]=[C:11]([O:12][CH3:13])[C:5]=2[N:4]=1. The yield is 0.310.